This data is from Peptide-MHC class II binding affinity with 134,281 pairs from IEDB. The task is: Regression. Given a peptide amino acid sequence and an MHC pseudo amino acid sequence, predict their binding affinity value. This is MHC class II binding data. (1) The MHC is HLA-DQA10501-DQB10201 with pseudo-sequence HLA-DQA10501-DQB10201. The binding affinity (normalized) is 0.295. The peptide sequence is APEVKYTVFEKALKK. (2) The peptide sequence is YLVDGNGRFVFTDITLPNIA. The MHC is DRB1_1301 with pseudo-sequence DRB1_1301. The binding affinity (normalized) is 0. (3) The binding affinity (normalized) is 0.592. The MHC is DRB1_1101 with pseudo-sequence DRB1_1101. The peptide sequence is LKRGEITHHAVSRGSAK. (4) The peptide sequence is IPTAFKIGKTYTPEE. The MHC is DRB1_1001 with pseudo-sequence DRB1_1001. The binding affinity (normalized) is 0.625. (5) The MHC is DRB4_0101 with pseudo-sequence DRB4_0103. The binding affinity (normalized) is 0.208. The peptide sequence is DIIFDIYFAILMMSC. (6) The peptide sequence is EKKYFAVTQFEPLAA. The MHC is HLA-DQA10101-DQB10501 with pseudo-sequence HLA-DQA10101-DQB10501. The binding affinity (normalized) is 0.609. (7) The peptide sequence is SQIPISINYRTEIDK. The MHC is DRB1_0101 with pseudo-sequence DRB1_0101. The binding affinity (normalized) is 0.443. (8) The peptide sequence is RIDTPDKLTGPFTVR. The MHC is DRB4_0101 with pseudo-sequence DRB4_0103. The binding affinity (normalized) is 0.0478. (9) The peptide sequence is GLVTEFPSTAAAYFR. The MHC is HLA-DQA10501-DQB10301 with pseudo-sequence HLA-DQA10501-DQB10301. The binding affinity (normalized) is 0.179.